This data is from Peptide-MHC class I binding affinity with 185,985 pairs from IEDB/IMGT. The task is: Regression. Given a peptide amino acid sequence and an MHC pseudo amino acid sequence, predict their binding affinity value. This is MHC class I binding data. (1) The peptide sequence is ADSGCVINW. The MHC is HLA-B44:02 with pseudo-sequence HLA-B44:02. The binding affinity (normalized) is 0.606. (2) The peptide sequence is LEIDFGECPG. The MHC is HLA-B40:01 with pseudo-sequence HLA-B40:01. The binding affinity (normalized) is 0.147. (3) The MHC is HLA-A11:01 with pseudo-sequence HLA-A11:01. The binding affinity (normalized) is 0. The peptide sequence is SPAIFQSSM. (4) The peptide sequence is LLDLEGHIL. The MHC is HLA-B27:03 with pseudo-sequence HLA-B27:03. The binding affinity (normalized) is 0.0847. (5) The peptide sequence is RNQPAATAL. The MHC is HLA-A01:01 with pseudo-sequence HLA-A01:01. The binding affinity (normalized) is 0.0847. (6) The peptide sequence is TPQDLNTML. The MHC is HLA-B08:01 with pseudo-sequence HLA-B08:01. The binding affinity (normalized) is 0. (7) The peptide sequence is LPRERFRKT. The MHC is HLA-A69:01 with pseudo-sequence HLA-A69:01. The binding affinity (normalized) is 0.0847. (8) The peptide sequence is FSMQGAWAKV. The MHC is HLA-A02:02 with pseudo-sequence HLA-A02:02. The binding affinity (normalized) is 0.597. (9) The peptide sequence is YLHDPLTPY. The MHC is HLA-B07:02 with pseudo-sequence HLA-B07:02. The binding affinity (normalized) is 0.0847. (10) The peptide sequence is GRVIPRMLY. The MHC is HLA-B73:01 with pseudo-sequence HLA-B73:01. The binding affinity (normalized) is 0.169.